From a dataset of Full USPTO retrosynthesis dataset with 1.9M reactions from patents (1976-2016). Predict the reactants needed to synthesize the given product. The reactants are: [C:1]([O:5][C:6]([N:8]1[CH2:17][CH2:16][C:15]2[C:10](=[CH:11][C:12]([OH:18])=[CH:13][CH:14]=2)[CH2:9]1)=[O:7])([CH3:4])([CH3:3])[CH3:2].C(=O)([O-])[O-].[Cs+].[Cs+].CN(C)C=O.Cl[C:31]1[CH:39]=[CH:38][C:34]([C:35]([NH2:37])=[O:36])=[CH:33][N:32]=1. Given the product [C:1]([O:5][C:6]([N:8]1[CH2:17][CH2:16][C:15]2[C:10](=[CH:11][C:12]([O:18][C:31]3[CH:39]=[CH:38][C:34]([C:35](=[O:36])[NH2:37])=[CH:33][N:32]=3)=[CH:13][CH:14]=2)[CH2:9]1)=[O:7])([CH3:4])([CH3:2])[CH3:3], predict the reactants needed to synthesize it.